Predict the product of the given reaction. From a dataset of Forward reaction prediction with 1.9M reactions from USPTO patents (1976-2016). (1) Given the reactants [Cl:1][C:2]1[CH:3]=[C:4]([C:9]2(O)[CH2:13][C:12]3([CH2:18][CH2:17][N:16]([C:19]([O:21]C(C)(C)C)=O)[CH2:15][CH2:14]3)[O:11][CH2:10]2)[CH:5]=[C:6]([F:8])[CH:7]=1.ClC1C=C(C2CC3(CCN(C(OC(C)(C)C)=O)CC3)OC2)C=C([F:34])C=1.CC[N:54](S(F)(F)F)[CH2:55][CH3:56].Cl.O1CCOCC1.C[C:69]1[C:73](C)=[C:72]([NH:75]C(=O)OC2C=CC=CC=2)[O:71]N=1.CCN(C(C)C)C(C)C.C(O)(C(F)(F)F)=O, predict the reaction product. The product is: [Cl:1][C:2]1[CH:3]=[C:4]([C:9]2([F:34])[CH2:13][C:12]3([CH2:18][CH2:17][N:16]([C:19]([NH:75][C:72]4[O:71][N:54]=[C:55]([CH3:56])[C:73]=4[CH3:69])=[O:21])[CH2:15][CH2:14]3)[O:11][CH2:10]2)[CH:5]=[C:6]([F:8])[CH:7]=1. (2) Given the reactants [CH:1]([C:3]1[CH:8]=[CH:7][CH:6]=[CH:5][C:4]=1[C:9]1[C:13]2[CH:14]=[CH:15][C:16]([C:18]([NH2:20])=[O:19])=[CH:17][C:12]=2[O:11][N:10]=1)=O.[C:21]([S@@:25]([NH2:27])=[O:26])([CH3:24])([CH3:23])[CH3:22].C(OCC)(=O)C, predict the reaction product. The product is: [C:21]([S@@:25](/[N:27]=[CH:1]/[C:3]1[CH:8]=[CH:7][CH:6]=[CH:5][C:4]=1[C:9]1[C:13]2[CH:14]=[CH:15][C:16]([C:18]([NH2:20])=[O:19])=[CH:17][C:12]=2[O:11][N:10]=1)=[O:26])([CH3:24])([CH3:23])[CH3:22]. (3) Given the reactants [F:1][C:2]1[CH:7]=[CH:6][C:5]([CH2:8][C:9]([OH:11])=O)=[CH:4][CH:3]=1.[CH3:12][NH:13][O:14][CH3:15].C(N(CC)CC)C.C(Cl)CCl, predict the reaction product. The product is: [F:1][C:2]1[CH:7]=[CH:6][C:5]([CH2:8][C:9]([N:13]([O:14][CH3:15])[CH3:12])=[O:11])=[CH:4][CH:3]=1.